From a dataset of Catalyst prediction with 721,799 reactions and 888 catalyst types from USPTO. Predict which catalyst facilitates the given reaction. Reactant: [CH2:1]([CH:8]([CH2:36][CH2:37][C:38]1[CH:43]=[CH:42][CH:41]=[CH:40][CH:39]=1)[C:9]([NH:11][CH2:12][C@@H:13]([NH:28]C(=O)OC(C)(C)C)[CH2:14][CH2:15][CH2:16][NH:17][C:18](=[O:27])[O:19][CH2:20][C:21]1[CH:26]=[CH:25][CH:24]=[CH:23][CH:22]=1)=[O:10])[C:2]1[CH:7]=[CH:6][CH:5]=[CH:4][CH:3]=1.FC(F)(F)C(O)=O. Product: [NH2:28][C@H:13]([CH2:12][NH:11][C:9](=[O:10])[CH:8]([CH2:1][C:2]1[CH:3]=[CH:4][CH:5]=[CH:6][CH:7]=1)[CH2:36][CH2:37][C:38]1[CH:39]=[CH:40][CH:41]=[CH:42][CH:43]=1)[CH2:14][CH2:15][CH2:16][NH:17][C:18](=[O:27])[O:19][CH2:20][C:21]1[CH:26]=[CH:25][CH:24]=[CH:23][CH:22]=1. The catalyst class is: 326.